This data is from Forward reaction prediction with 1.9M reactions from USPTO patents (1976-2016). The task is: Predict the product of the given reaction. Given the reactants Cl.C[OH:3].[C:4]([O:8][C:9]([N:11]1[CH2:22][CH2:21][C:14]2[N:15]=[C:16]([C:19]#N)[N:17]=[CH:18][C:13]=2[CH2:12]1)=[O:10])([CH3:7])([CH3:6])[CH3:5].[C:23](OC(OC(C)(C)C)=O)(OC(C)(C)C)=[O:24], predict the reaction product. The product is: [C:4]([O:8][C:9]([N:11]1[CH2:22][CH2:21][C:14]2[N:15]=[C:16]([C:19]([O:24][CH3:23])=[O:3])[N:17]=[CH:18][C:13]=2[CH2:12]1)=[O:10])([CH3:7])([CH3:6])[CH3:5].